The task is: Predict the reaction yield, written as a fraction of the theoretical maximum amount of product (1.0 means a 100% yield; for example, 0.34 means a 34% yield).. This data is from Reaction yield outcomes from USPTO patents with 853,638 reactions. (1) The reactants are [NH2:1][CH2:2][O:3][C:4]1[N:9]=[CH:8][CH:7]=[CH:6][N:5]=1.C(=O)([O-])[O-].[K+].[K+].[I-].[Na+].Cl[CH2:19][CH2:20][O:21][CH2:22][CH2:23]Cl. The catalyst is COCCOCCOC. The product is [N:1]1([CH2:2][O:3][C:4]2[N:9]=[CH:8][CH:7]=[CH:6][N:5]=2)[CH2:23][CH2:22][O:21][CH2:20][CH2:19]1. The yield is 0.270. (2) The reactants are [Cl:1][C:2]1[CH:30]=[CH:29][C:5]([CH2:6][C:7]2[N:8]=[C:9]([C:17]3[C:18]([CH3:28])=[N:19][N:20]4[CH:25]=[CH:24][C:23]([CH:26]=O)=[CH:22][C:21]=34)[S:10][C:11]=2[C:12]2[NH:16][CH:15]=[N:14][N:13]=2)=[CH:4][CH:3]=1.C(O)(=O)C.C(Cl)Cl.[CH3:38][O:39][C:40]1[CH:47]=[C:46]([O:48][CH3:49])[CH:45]=[CH:44][C:41]=1[CH2:42][NH2:43].C(O[BH-](OC(=O)C)OC(=O)C)(=O)C.[Na+].C([O-])(O)=O.[Na+]. No catalyst specified. The product is [Cl:1][C:2]1[CH:30]=[CH:29][C:5]([CH2:6][C:7]2[N:8]=[C:9]([C:17]3[C:18]([CH3:28])=[N:19][N:20]4[CH:25]=[CH:24][C:23]([CH2:26][NH:43][CH2:42][C:41]5[CH:44]=[CH:45][C:46]([O:48][CH3:49])=[CH:47][C:40]=5[O:39][CH3:38])=[CH:22][C:21]=34)[S:10][C:11]=2[C:12]2[NH:16][CH:15]=[N:14][N:13]=2)=[CH:4][CH:3]=1. The yield is 0.620. (3) The reactants are [CH3:1][C@@:2]([S:21]([CH3:24])(=[O:23])=[O:22])([CH2:8][CH2:9][N:10]1[CH:14]=[C:13]([C:15]2[CH:20]=[N:19][CH:18]=[CH:17][N:16]=2)[CH:12]=[N:11]1)[C:3]([O:5]CC)=O.[OH-].[Li+].Cl.CN1CCOCC1.[O:35]1[CH2:40][CH2:39][CH2:38][CH2:37][CH:36]1[O:41][NH2:42]. The catalyst is C1COCC1.O.O. The product is [CH3:1][C@@:2]([S:21]([CH3:24])(=[O:22])=[O:23])([CH2:8][CH2:9][N:10]1[CH:14]=[C:13]([C:15]2[CH:20]=[N:19][CH:18]=[CH:17][N:16]=2)[CH:12]=[N:11]1)[C:3]([NH:42][O:41][CH:36]1[CH2:37][CH2:38][CH2:39][CH2:40][O:35]1)=[O:5]. The yield is 0.330. (4) The reactants are CS(O)(=O)=O.[NH2:6][CH2:7][C:8]1[CH:9]=[C:10]2[C:14](=[CH:15][CH:16]=1)[C:13](=O)[N:12]([CH:18]1[CH2:23][CH2:22][C:21](=[O:24])[NH:20][C:19]1=[O:25])[CH2:11]2.C1N=CN([C:31](N2C=NC=C2)=[O:32])C=1.[NH:38]1[CH:42]=[CH:41][N:40]=[C:39]1[C:43]1[CH:48]=[CH:47][C:46]([NH2:49])=[CH:45][CH:44]=1.[OH2:50]. The catalyst is CN(C=O)C.C(OCC)(=O)C. The product is [O:25]=[C:19]1[CH:18]([N:12]2[CH2:11][C:10]3[C:14](=[CH:15][CH:16]=[C:8]([C:7]([NH:6][C:31]([NH:49][C:46]4[CH:47]=[CH:48][C:43]([C:39]5[NH:38][CH:42]=[CH:41][N:40]=5)=[CH:44][CH:45]=4)=[O:32])=[O:50])[CH:9]=3)[CH2:13]2)[CH2:23][CH2:22][C:21](=[O:24])[NH:20]1. The yield is 0.300. (5) The reactants are [NH:1]1[C:9]2[C:4](=[CH:5][CH:6]=[CH:7][CH:8]=2)[C:3](/[CH:10]=[C:11]2\[O:12][C:13]3[C:20]([CH2:21][N:22]4[CH2:27][CH2:26][N:25](C(OC(C)(C)C)=O)[CH2:24][CH2:23]4)=[C:19]([O:35][CH3:36])[C:18]([O:37][CH3:38])=[CH:17][C:14]=3[C:15]\2=[O:16])=[N:2]1.Cl. The catalyst is C(Cl)Cl.O1CCOCC1. The product is [NH:1]1[C:9]2[C:4](=[CH:5][CH:6]=[CH:7][CH:8]=2)[C:3](/[CH:10]=[C:11]2\[O:12][C:13]3[C:20]([CH2:21][N:22]4[CH2:23][CH2:24][NH:25][CH2:26][CH2:27]4)=[C:19]([O:35][CH3:36])[C:18]([O:37][CH3:38])=[CH:17][C:14]=3[C:15]\2=[O:16])=[N:2]1. The yield is 0.760. (6) The reactants are [OH:1][C:2]1[CH:7]=[CH:6][C:5]([C:8]2[S:9][C:10]3[C:15]([C:16](=[O:18])[CH:17]=2)=[CH:14][CH:13]=[CH:12][CH:11]=3)=[CH:4][CH:3]=1.[CH3:19][C:20](OC(C)=O)=[O:21].CCN(CC)CC.O. The catalyst is CN(C1C=CN=CC=1)C.C(Cl)Cl. The product is [C:20]([O:1][C:2]1[CH:7]=[CH:6][C:5]([C:8]2[S:9][C:10]3[C:15]([C:16](=[O:18])[CH:17]=2)=[CH:14][CH:13]=[CH:12][CH:11]=3)=[CH:4][CH:3]=1)(=[O:21])[CH3:19]. The yield is 0.960. (7) The reactants are [NH:1]1[CH2:5][CH2:4][CH2:3][CH2:2]1.Br[CH2:7][CH2:8][CH2:9][OH:10]. The catalyst is C1(C)C=CC=CC=1. The product is [N:1]1([CH2:7][CH2:8][CH2:9][OH:10])[CH2:5][CH2:4][CH2:3][CH2:2]1. The yield is 0.863.